From a dataset of Peptide-MHC class II binding affinity with 134,281 pairs from IEDB. Regression. Given a peptide amino acid sequence and an MHC pseudo amino acid sequence, predict their binding affinity value. This is MHC class II binding data. (1) The peptide sequence is SFGIVVAWQVKLLPV. The MHC is HLA-DQA10101-DQB10501 with pseudo-sequence HLA-DQA10101-DQB10501. The binding affinity (normalized) is 0.620. (2) The peptide sequence is IPKGDFLTGPLNFTG. The MHC is DRB1_0802 with pseudo-sequence DRB1_0802. The binding affinity (normalized) is 0.155. (3) The MHC is DRB4_0103 with pseudo-sequence DRB4_0103. The peptide sequence is PWMQVPLEVKREACP. The binding affinity (normalized) is 0. (4) The peptide sequence is AVFEAALTKAITAMS. The MHC is DRB1_0401 with pseudo-sequence DRB1_0401. The binding affinity (normalized) is 0.588. (5) The peptide sequence is AFKVAATAANVAPAN. The MHC is HLA-DPA10201-DPB11401 with pseudo-sequence HLA-DPA10201-DPB11401. The binding affinity (normalized) is 0.821. (6) The peptide sequence is CKYGSLKPNCGNKVV. The MHC is DRB1_0401 with pseudo-sequence DRB1_0401. The binding affinity (normalized) is 0.389.